From a dataset of Forward reaction prediction with 1.9M reactions from USPTO patents (1976-2016). Predict the product of the given reaction. (1) Given the reactants [N:1]1[C:9]2[C:4](=[N:5][CH:6]=[C:7]([C:10]([NH:12][C@@:13]3([C:18]([OH:20])=O)[CH2:17][CH2:16][O:15][CH2:14]3)=[O:11])[CH:8]=2)[NH:3][CH:2]=1.[NH2:21][CH2:22][C:23]1[N:28]=[CH:27][C:26]([NH:29][C:30]2[CH:35]=[CH:34][C:33]([F:36])=[CH:32][C:31]=2[C:37]([F:40])([F:39])[F:38])=[CH:25][CH:24]=1, predict the reaction product. The product is: [F:36][C:33]1[CH:34]=[CH:35][C:30]([NH:29][C:26]2[CH:25]=[CH:24][C:23]([CH2:22][NH:21][C:18]([C@:13]3([NH:12][C:10]([C:7]4[CH:8]=[C:9]5[N:1]=[CH:2][NH:3][C:4]5=[N:5][CH:6]=4)=[O:11])[CH2:17][CH2:16][O:15][CH2:14]3)=[O:20])=[N:28][CH:27]=2)=[C:31]([C:37]([F:40])([F:38])[F:39])[CH:32]=1. (2) Given the reactants [NH:1]1[CH2:6][CH2:5][O:4][CH2:3][CH2:2]1.C(=O)([O-])[O-].[K+].[K+].F[C:14]1[CH:21]=[CH:20][C:17]([C:18]#[N:19])=[CH:16][C:15]=1[O:22][CH3:23], predict the reaction product. The product is: [O:4]1[CH2:5][CH2:6][N:1]([C:14]2[CH:21]=[CH:20][C:17]([C:18]#[N:19])=[CH:16][C:15]=2[O:22][CH3:23])[CH2:2][CH2:3]1. (3) The product is: [CH2:1]([O:9][C:10]1[CH:11]=[C:12]([CH:16]=[CH:17][C:18]=1[Cl:19])[C:13]([OH:15])=[O:14])[C:2]1[CH:7]=[CH:6][CH:5]=[CH:4][CH:3]=1. Given the reactants [CH2:1](Br)[C:2]1[CH:7]=[CH:6][CH:5]=[CH:4][CH:3]=1.[OH:9][C:10]1[CH:11]=[C:12]([CH:16]=[CH:17][C:18]=1[Cl:19])[C:13]([OH:15])=[O:14].C(=O)([O-])[O-].[K+].[K+].O, predict the reaction product. (4) Given the reactants [CH:1]1([C:7]2([CH3:17])[C:12](=[O:13])[N:11]([CH3:14])[C:10](=[O:15])[NH:9][C:8]2=[O:16])[CH2:6][CH2:5][CH2:4][CH:3]=[CH:2]1.C([O-])([O-])=O.[K+].[K+].Br[CH2:25][C:26]([C:28]1[CH:33]=[CH:32][CH:31]=[CH:30][CH:29]=1)=[O:27], predict the reaction product. The product is: [CH:1]1([C:7]2([CH3:17])[C:12](=[O:13])[N:11]([CH3:14])[C:10](=[O:15])[N:9]([CH2:25][C:26](=[O:27])[C:28]3[CH:33]=[CH:32][CH:31]=[CH:30][CH:29]=3)[C:8]2=[O:16])[CH2:6][CH2:5][CH2:4][CH:3]=[CH:2]1. (5) Given the reactants Cl.C(OC1C=C2C(=CC=1)NC=C2C(=O)CC1CCNCC1)C1C=CC=CC=1.[CH2:28]([O:35][C:36]1[CH:37]=[C:38]2[C:42](=[CH:43][CH:44]=1)[NH:41][CH:40]=[C:39]2[C:45](=[O:64])[CH2:46][CH2:47][CH:48]1[CH2:53][CH2:52][N:51](C(OCC2C=CC=CC=2)=O)[CH2:50][CH2:49]1)[C:29]1[CH:34]=[CH:33][CH:32]=[CH:31][CH:30]=1, predict the reaction product. The product is: [CH2:28]([O:35][C:36]1[CH:37]=[C:38]2[C:42](=[CH:43][CH:44]=1)[NH:41][CH:40]=[C:39]2[C:45](=[O:64])[CH2:46][CH2:47][CH:48]1[CH2:53][CH2:52][NH:51][CH2:50][CH2:49]1)[C:29]1[CH:30]=[CH:31][CH:32]=[CH:33][CH:34]=1. (6) Given the reactants [S:1]1[C:5]([CH2:6][O:7][C:8]([NH:10][CH2:11][CH2:12][CH2:13][NH:14][C:15](=[O:21])[O:16][C:17]([CH3:20])([CH3:19])[CH3:18])=[O:9])=[CH:4][N:3]=[CH:2]1.[H-].[Na+].Br[CH2:25][C:26]1[CH:39]=[CH:38][C:29]([C:30]([C:32]2[CH:37]=[CH:36][CH:35]=[CH:34][CH:33]=2)=[O:31])=[CH:28][CH:27]=1, predict the reaction product. The product is: [C:30]([C:29]1[CH:38]=[CH:39][C:26]([CH2:25][N:14]([CH2:13][CH2:12][CH2:11][N:10]([CH2:25][C:26]2[CH:27]=[CH:28][C:29]([C:30](=[O:31])[C:32]3[CH:33]=[CH:34][CH:35]=[CH:36][CH:37]=3)=[CH:38][CH:39]=2)[C:8]([O:7][CH2:6][C:5]2[S:1][CH:2]=[N:3][CH:4]=2)=[O:9])[C:15](=[O:21])[O:16][C:17]([CH3:18])([CH3:20])[CH3:19])=[CH:27][CH:28]=1)(=[O:31])[C:32]1[CH:37]=[CH:36][CH:35]=[CH:34][CH:33]=1. (7) Given the reactants Cl[C:2]1[N:7]=[N:6][C:5]([CH2:8][N:9]2[CH:14]=[C:13]3[N:15]=[C:16]([C:18]4[CH:23]=[CH:22][CH:21]=[C:20]([F:24])[C:19]=4[F:25])[N:17]=[C:12]3[CH:11]=[N:10]2)=[CH:4][CH:3]=1.[CH2:26]([O:28][C:29]([CH2:31][CH2:32][C:33]1[CH:38]=[CH:37][C:36](B(O)O)=[CH:35][CH:34]=1)=[O:30])[CH3:27], predict the reaction product. The product is: [CH2:26]([O:28][C:29](=[O:30])[CH2:31][CH2:32][C:33]1[CH:38]=[CH:37][C:36]([C:2]2[N:7]=[N:6][C:5]([CH2:8][N:9]3[CH:14]=[C:13]4[N:15]=[C:16]([C:18]5[CH:23]=[CH:22][CH:21]=[C:20]([F:24])[C:19]=5[F:25])[N:17]=[C:12]4[CH:11]=[N:10]3)=[CH:4][CH:3]=2)=[CH:35][CH:34]=1)[CH3:27].